Dataset: Full USPTO retrosynthesis dataset with 1.9M reactions from patents (1976-2016). Task: Predict the reactants needed to synthesize the given product. (1) Given the product [N:24]1([C:2]2[N:7]=[CH:6][N:5]=[C:4]([O:8][C@H:9]3[CH2:14][CH2:13][N:12]([C:15]([O:17][C:18]([CH3:21])([CH3:20])[CH3:19])=[O:16])[CH2:11][C@H:10]3[F:22])[C:3]=2[CH3:23])[C:31]2[N:27]([N:28]=[CH:29][CH:30]=2)[CH2:26][CH2:25]1, predict the reactants needed to synthesize it. The reactants are: Cl[C:2]1[N:7]=[CH:6][N:5]=[C:4]([O:8][C@H:9]2[CH2:14][CH2:13][N:12]([C:15]([O:17][C:18]([CH3:21])([CH3:20])[CH3:19])=[O:16])[CH2:11][C@H:10]2[F:22])[C:3]=1[CH3:23].[NH:24]1[C:31]2[N:27]([N:28]=[CH:29][CH:30]=2)[CH2:26][CH2:25]1.C(=O)([O-])[O-].[Cs+].[Cs+]. (2) Given the product [CH3:22][C@:19]12[C@@:18]3([CH3:23])[C@@H:9]([C@:10]4([CH3:37])[C@@H:15]([CH2:16][CH2:17]3)[C:14]([CH3:24])([CH3:25])[C:13]([C:26]3[CH2:31][CH2:30][CH:29]([C:32]([O:34][CH2:35][CH3:36])=[O:33])[CH2:28][CH:27]=3)=[CH:12][CH2:11]4)[CH2:8][CH2:7][C@@H:6]1[C@H:5]1[C@H:38]([C:41]([CH3:43])=[CH2:42])[CH2:39][CH2:40][C@:4]1([NH:1][CH2:2][CH2:3][N:51]1[CH2:52][CH2:53][N:48]([S:45]([CH3:44])(=[O:47])=[O:46])[CH2:49][CH2:50]1)[CH2:21][CH2:20]2, predict the reactants needed to synthesize it. The reactants are: [N:1]1([C@:4]23[CH2:40][CH2:39][C@@H:38]([C:41]([CH3:43])=[CH2:42])[C@@H:5]2[C@@H:6]2[C@@:19]([CH3:22])([CH2:20][CH2:21]3)[C@@:18]3([CH3:23])[C@@H:9]([C@:10]4([CH3:37])[C@@H:15]([CH2:16][CH2:17]3)[C:14]([CH3:25])([CH3:24])[C:13]([C:26]3[CH2:31][CH2:30][CH:29]([C:32]([O:34][CH2:35][CH3:36])=[O:33])[CH2:28][CH:27]=3)=[CH:12][CH2:11]4)[CH2:8][CH2:7]2)[CH2:3][CH2:2]1.[CH3:44][S:45]([N:48]1[CH2:53][CH2:52][NH:51][CH2:50][CH2:49]1)(=[O:47])=[O:46].CCN(C(C)C)C(C)C. (3) The reactants are: [C:1]([O:5][C:6]([NH:8][CH2:9][CH:10]1[CH2:15][CH2:14][CH:13]([CH2:16][NH:17][C:18]2[C:23]([N+:24]([O-:26])=[O:25])=[CH:22][N:21]=[C:20]([NH:27][CH2:28][C:29]3[CH:30]=[C:31]([CH:35]=[CH:36][CH:37]=3)[C:32](O)=[O:33])[N:19]=2)[CH2:12][CH2:11]1)=[O:7])([CH3:4])([CH3:3])[CH3:2].CN(C=O)C.CN(C(ON1N=NC2C=CC=CC1=2)=[N+](C)C)C.[B-](F)(F)(F)F.[C:65]([O:69][C:70](=[O:75])[NH:71][CH2:72][CH2:73][NH2:74])([CH3:68])([CH3:67])[CH3:66]. Given the product [C:65]([O:69][C:70](=[O:75])[NH:71][CH2:72][CH2:73][NH:74][C:32](=[O:33])[C:31]1[CH:35]=[CH:36][CH:37]=[C:29]([CH2:28][NH:27][C:20]2[N:19]=[C:18]([NH:17][CH2:16][CH:13]3[CH2:12][CH2:11][CH:10]([CH2:9][NH:8][C:6]([O:5][C:1]([CH3:2])([CH3:4])[CH3:3])=[O:7])[CH2:15][CH2:14]3)[C:23]([N+:24]([O-:26])=[O:25])=[CH:22][N:21]=2)[CH:30]=1)([CH3:68])([CH3:66])[CH3:67], predict the reactants needed to synthesize it. (4) Given the product [CH2:1]([CH:8]1[O:12][C:11](=[O:13])[C:10]([CH:15]([C:16]2[CH:21]=[CH:20][CH:19]=[CH:18][CH:17]=2)[C:28]2[NH:29][C:30]3[C:26]([C:27]=2[CH2:33][CH2:34][NH:35][C:36](=[O:38])[CH3:37])=[CH:25][C:24]([F:23])=[CH:32][CH:31]=3)=[C:9]1[OH:14])[C:2]1[CH:3]=[CH:4][CH:5]=[CH:6][CH:7]=1, predict the reactants needed to synthesize it. The reactants are: [CH2:1]([CH:8]1[O:12][C:11](=[O:13])[CH:10]=[C:9]1[OH:14])[C:2]1[CH:7]=[CH:6][CH:5]=[CH:4][CH:3]=1.[CH:15](=O)[C:16]1[CH:21]=[CH:20][CH:19]=[CH:18][CH:17]=1.[F:23][C:24]1[CH:25]=[C:26]2[C:30](=[CH:31][CH:32]=1)[NH:29][CH:28]=[C:27]2[CH2:33][CH2:34][NH:35][C:36](=[O:38])[CH3:37]. (5) Given the product [Cl:1][C:2]1[CH:7]=[CH:6][N:5]=[C:4]([NH:8][C:9]2[CH:14]=[CH:13][C:12]([S:15]([NH:25][CH:19]3[CH2:24][CH2:23][CH2:22][CH2:21][CH2:20]3)(=[O:17])=[O:16])=[CH:11][CH:10]=2)[N:3]=1, predict the reactants needed to synthesize it. The reactants are: [Cl:1][C:2]1[CH:7]=[CH:6][N:5]=[C:4]([NH:8][C:9]2[CH:14]=[CH:13][C:12]([S:15](Cl)(=[O:17])=[O:16])=[CH:11][CH:10]=2)[N:3]=1.[CH:19]1([NH2:25])[CH2:24][CH2:23][CH2:22][CH2:21][CH2:20]1.